Dataset: NCI-60 drug combinations with 297,098 pairs across 59 cell lines. Task: Regression. Given two drug SMILES strings and cell line genomic features, predict the synergy score measuring deviation from expected non-interaction effect. (1) Drug 1: CC1=C(C(CCC1)(C)C)C=CC(=CC=CC(=CC(=O)O)C)C. Drug 2: C1=NC(=NC(=O)N1C2C(C(C(O2)CO)O)O)N. Cell line: ACHN. Synergy scores: CSS=13.0, Synergy_ZIP=-6.09, Synergy_Bliss=-0.408, Synergy_Loewe=-18.0, Synergy_HSA=-1.97. (2) Drug 1: CCC(=C(C1=CC=CC=C1)C2=CC=C(C=C2)OCCN(C)C)C3=CC=CC=C3.C(C(=O)O)C(CC(=O)O)(C(=O)O)O. Drug 2: C1CNP(=O)(OC1)N(CCCl)CCCl. Cell line: KM12. Synergy scores: CSS=-2.29, Synergy_ZIP=4.16, Synergy_Bliss=-6.28, Synergy_Loewe=-7.70, Synergy_HSA=-7.02. (3) Drug 1: CCC1=CC2CC(C3=C(CN(C2)C1)C4=CC=CC=C4N3)(C5=C(C=C6C(=C5)C78CCN9C7C(C=CC9)(C(C(C8N6C)(C(=O)OC)O)OC(=O)C)CC)OC)C(=O)OC.C(C(C(=O)O)O)(C(=O)O)O. Drug 2: CC12CCC3C(C1CCC2OP(=O)(O)O)CCC4=C3C=CC(=C4)OC(=O)N(CCCl)CCCl.[Na+]. Cell line: NCI/ADR-RES. Synergy scores: CSS=0.117, Synergy_ZIP=-1.14, Synergy_Bliss=-1.60, Synergy_Loewe=-1.67, Synergy_HSA=-1.72. (4) Drug 1: CN(C)N=NC1=C(NC=N1)C(=O)N. Drug 2: CCC(=C(C1=CC=CC=C1)C2=CC=C(C=C2)OCCN(C)C)C3=CC=CC=C3.C(C(=O)O)C(CC(=O)O)(C(=O)O)O. Cell line: UACC62. Synergy scores: CSS=-1.19, Synergy_ZIP=-0.931, Synergy_Bliss=-2.84, Synergy_Loewe=-1.67, Synergy_HSA=-2.21. (5) Drug 1: C1CN1P(=S)(N2CC2)N3CC3. Drug 2: C1CN1C2=NC(=NC(=N2)N3CC3)N4CC4. Cell line: SK-MEL-5. Synergy scores: CSS=44.3, Synergy_ZIP=-8.19, Synergy_Bliss=-6.19, Synergy_Loewe=-1.19, Synergy_HSA=-0.422.